Dataset: Reaction yield outcomes from USPTO patents with 853,638 reactions. Task: Predict the reaction yield, written as a fraction of the theoretical maximum amount of product (1.0 means a 100% yield; for example, 0.34 means a 34% yield). (1) The product is [CH:18]1([C:8]2[N:4]3[CH:5]=[CH:6][N:7]=[C:2]([NH2:1])[C:3]3=[C:10]([C:11]3[CH:16]=[CH:15][CH:14]=[C:13]([O:17][CH2:33][C:32]4[CH:35]=[CH:36][CH:37]=[C:30]([O:29][CH3:28])[CH:31]=4)[CH:12]=3)[N:9]=2)[CH2:21][CH2:20][CH2:19]1. The yield is 0.600. The catalyst is CN(C=O)C. The reactants are [NH2:1][C:2]1[C:3]2[N:4]([C:8]([CH:18]3[CH2:21][CH2:20][CH2:19]3)=[N:9][C:10]=2[C:11]2[CH:12]=[C:13]([OH:17])[CH:14]=[CH:15][CH:16]=2)[CH:5]=[CH:6][N:7]=1.C(=O)([O-])[O-].[Cs+].[Cs+].[CH3:28][O:29][C:30]1[CH:31]=[C:32]([CH:35]=[CH:36][CH:37]=1)[CH2:33]Br.C([O-])(O)=O.[Na+]. (2) The reactants are [Cl:1][C:2]1[C:9]([CH3:10])=[C:8]([C:11]2[C@@H:12]([O:20][CH:21]3[CH2:26][CH2:25][CH2:24][CH2:23][O:22]3)[C@@H:13]3[C@@H:18]([OH:19])[CH2:17][CH2:16][N:14]3[N:15]=2)[CH:7]=[CH:6][C:3]=1[C:4]#[N:5].C1C=CC(P(C2C=CC=CC=2)C2C=CC=CC=2)=CC=1.[C:46](O)(=[O:53])[C:47]1[CH:52]=[CH:51][CH:50]=[CH:49][CH:48]=1.CC(OC(/N=N/C(OC(C)C)=O)=O)C. The catalyst is C1COCC1.C(OCC)(=O)C. The product is [C:46]([O:19][C@H:18]1[C@@H:13]2[N:14]([N:15]=[C:11]([C:8]3[CH:7]=[CH:6][C:3]([C:4]#[N:5])=[C:2]([Cl:1])[C:9]=3[CH3:10])[C@H:12]2[O:20][CH:21]2[CH2:26][CH2:25][CH2:24][CH2:23][O:22]2)[CH2:16][CH2:17]1)(=[O:53])[C:47]1[CH:52]=[CH:51][CH:50]=[CH:49][CH:48]=1. The yield is 1.00. (3) The reactants are C1C2C(COC([NH:18][C:19]3[CH:24]=[CH:23][C:22]([S:25][C:26]4[S:30][C:29]([C:31]([O:33]CC)=[O:32])=[CH:28][C:27]=4[NH:36][C:37]4[C:38]5[CH:46]=[CH:45][C:44]([CH:47]([CH3:49])[CH3:48])=[N:43][C:39]=5[N:40]=[CH:41][N:42]=4)=[CH:21][CH:20]=3)=O)C3C(=CC=CC=3)C=2C=CC=1.O.[OH-].[Li+].Cl. The catalyst is O1CCOCC1.O. The product is [NH2:18][C:19]1[CH:24]=[CH:23][C:22]([S:25][C:26]2[S:30][C:29]([C:31]([OH:33])=[O:32])=[CH:28][C:27]=2[NH:36][C:37]2[C:38]3[CH:46]=[CH:45][C:44]([CH:47]([CH3:49])[CH3:48])=[N:43][C:39]=3[N:40]=[CH:41][N:42]=2)=[CH:21][CH:20]=1. The yield is 0.720. (4) The reactants are [CH3:1][C:2]1[CH:3]=[C:4]([C:33]2[CH:34]=[C:35]([CH:40]=[CH:41][CH:42]=2)[C:36]([O:38][CH3:39])=[O:37])[CH:5]=[CH:6][C:7]=1[O:8][C@@H:9]1[C@:14]([O:16]C(=O)C)([CH3:15])[C@@H:13]([O:20]C(=O)C)[C@H:12]([O:24]C(=O)C)[C@@H:11]([CH2:28][O:29]C(=O)C)[O:10]1.C[O-].[Na+]. The catalyst is CO. The product is [CH3:1][C:2]1[CH:3]=[C:4]([C:33]2[CH:34]=[C:35]([CH:40]=[CH:41][CH:42]=2)[C:36]([O:38][CH3:39])=[O:37])[CH:5]=[CH:6][C:7]=1[O:8][C@@H:9]1[C@:14]([OH:16])([CH3:15])[C@@H:13]([OH:20])[C@H:12]([OH:24])[C@@H:11]([CH2:28][OH:29])[O:10]1. The yield is 0.670. (5) The reactants are Cl[C:2]1[N:10]=[C:9](Cl)[CH:8]=[CH:7][C:3]=1[C:4]([NH2:6])=[O:5].[N:12]1[CH:17]=[CH:16][CH:15]=[C:14]([NH2:18])[CH:13]=1.C(O[C:24](=[O:31])[NH:25][C@H:26]1[CH2:30][CH2:29][NH:28][CH2:27]1)(C)(C)C.[C:32](O)(=O)[CH:33]=C. No catalyst specified. The product is [C:24]([NH:25][C@H:26]1[CH2:30][CH2:29][N:28]([C:9]2[CH:8]=[CH:7][C:3]([C:4]([NH2:6])=[O:5])=[C:2]([NH:18][C:14]3[CH:13]=[N:12][CH:17]=[CH:16][CH:15]=3)[N:10]=2)[CH2:27]1)(=[O:31])[CH:32]=[CH2:33]. The yield is 0.170.